Dataset: Forward reaction prediction with 1.9M reactions from USPTO patents (1976-2016). Task: Predict the product of the given reaction. Given the reactants CS([C:5]1[N:10]=[C:9]([NH:11][C@H:12]2[CH2:17][CH2:16][CH2:15][N:14]([S:18]([CH2:21][CH:22]([CH3:24])[CH3:23])(=[O:20])=[O:19])[CH2:13]2)[C:8]([C:25]2[N:26]=[C:27]3[CH:33]=[CH:32][N:31](COCC[Si](C)(C)C)[C:28]3=[N:29][CH:30]=2)=[CH:7][N:6]=1)(=O)=O.[NH:42]1[CH2:47][CH2:46][O:45][CH2:44][CH2:43]1.CS(C)(=O)=O, predict the reaction product. The product is: [CH3:23][CH:22]([CH3:24])[CH2:21][S:18]([N:14]1[CH2:15][CH2:16][CH2:17][C@H:12]([NH:11][C:9]2[C:8]([C:25]3[N:26]=[C:27]4[CH:33]=[CH:32][NH:31][C:28]4=[N:29][CH:30]=3)=[CH:7][N:6]=[C:5]([N:42]3[CH2:47][CH2:46][O:45][CH2:44][CH2:43]3)[N:10]=2)[CH2:13]1)(=[O:20])=[O:19].